Dataset: Peptide-MHC class II binding affinity with 134,281 pairs from IEDB. Task: Regression. Given a peptide amino acid sequence and an MHC pseudo amino acid sequence, predict their binding affinity value. This is MHC class II binding data. (1) The peptide sequence is QITKIQNFRVYYRDSRDPIW. The MHC is DRB1_0802 with pseudo-sequence DRB1_0802. The binding affinity (normalized) is 0.799. (2) The peptide sequence is SVTIKLDGNLLSSND. The MHC is HLA-DQA10501-DQB10301 with pseudo-sequence HLA-DQA10501-DQB10301. The binding affinity (normalized) is 0.445. (3) The peptide sequence is PSSGCYIHFFREPTD. The MHC is DRB1_0301 with pseudo-sequence DRB1_0301. The binding affinity (normalized) is 0.299. (4) The peptide sequence is GFLQIVDKIDAAFKI. The MHC is DRB1_0401 with pseudo-sequence DRB1_0401. The binding affinity (normalized) is 0.624.